From a dataset of Full USPTO retrosynthesis dataset with 1.9M reactions from patents (1976-2016). Predict the reactants needed to synthesize the given product. (1) Given the product [NH2:7][CH:6]1[CH2:5][CH2:4][N:3]([CH2:18][O:19][CH2:20][CH2:21][Si:22]([CH3:24])([CH3:23])[CH3:25])[C:2]1=[O:1], predict the reactants needed to synthesize it. The reactants are: [O:1]=[C:2]1[CH:6]([NH:7]C(=O)OCC2C=CC=CC=2)[CH2:5][CH2:4][N:3]1[CH2:18][O:19][CH2:20][CH2:21][Si:22]([CH3:25])([CH3:24])[CH3:23].C([O-])=O.[NH4+]. (2) The reactants are: [C:1]([O:5][C:6]([NH:8][C@@H:9]([CH2:13][CH:14]([CH3:16])[CH3:15])[C:10](O)=[O:11])=[O:7])([CH3:4])([CH3:3])[CH3:2].C(OC(OC(C)(C)C)=O)(OC(C)(C)C)=O.[N:32]1C=CC=CC=1.[OH-].[NH4+]. Given the product [NH2:32][C:10](=[O:11])[C@@H:9]([NH:8][C:6](=[O:7])[O:5][C:1]([CH3:4])([CH3:3])[CH3:2])[CH2:13][CH:14]([CH3:16])[CH3:15], predict the reactants needed to synthesize it. (3) Given the product [Br:1][C:2]1[C:3]([CH3:24])=[C:4]([C:8]2[N:12]3[N:13]=[C:14]([CH3:22])[CH:15]=[C:16]([CH:17]([CH2:20][CH3:21])[CH2:18][CH3:19])[C:11]3=[N:10][C:9]=2[CH3:23])[S:5][CH:6]=1, predict the reactants needed to synthesize it. The reactants are: [Br:1][C:2]1[C:3]([CH3:24])=[C:4]([C:8]2[N:12]3[N:13]=[C:14]([CH3:22])[CH:15]=[C:16]([CH:17]([CH2:20][CH3:21])[CH2:18][CH3:19])[C:11]3=[N:10][C:9]=2[CH3:23])[S:5][C:6]=1Br.[Li]CCCC.